Task: Predict which catalyst facilitates the given reaction.. Dataset: Catalyst prediction with 721,799 reactions and 888 catalyst types from USPTO Reactant: C([O:3][C:4](=[O:22])[CH2:5][C:6]1[C:11]([C:12]#[N:13])=[CH:10][CH:9]=[C:8]([NH:14][C:15]([O:17][C:18]([CH3:21])([CH3:20])[CH3:19])=[O:16])[N:7]=1)C.[Li+].[OH-].Cl. Product: [C:18]([O:17][C:15]([NH:14][C:8]1[N:7]=[C:6]([CH2:5][C:4]([OH:22])=[O:3])[C:11]([C:12]#[N:13])=[CH:10][CH:9]=1)=[O:16])([CH3:21])([CH3:19])[CH3:20]. The catalyst class is: 1.